The task is: Predict the reactants needed to synthesize the given product.. This data is from Full USPTO retrosynthesis dataset with 1.9M reactions from patents (1976-2016). (1) The reactants are: Cl.[CH3:2][C:3]1[CH:4]=[CH:5][C:6]([O:9][C:10]2[CH:15]=[CH:14][CH:13]=[C:12]([CH:16]=[C:17]3[CH2:22][CH2:21][NH:20][CH2:19][CH2:18]3)[CH:11]=2)=[N:7][CH:8]=1.[CH3:23][C:24]1[C:28]([CH3:29])=[C:27]([NH:30][C:31](=O)[O:32]C2C=CC=CC=2)[O:26][N:25]=1.NC1ON=C(C)C=1C.C(N(C(C)C)CC)(C)C. Given the product [CH3:2][C:3]1[CH:4]=[CH:5][C:6]([O:9][C:10]2[CH:11]=[C:12]([CH:13]=[CH:14][CH:15]=2)[CH:16]=[C:17]2[CH2:22][CH2:21][N:20]([C:31]([NH:30][C:27]3[O:26][N:25]=[C:24]([CH3:23])[C:28]=3[CH3:29])=[O:32])[CH2:19][CH2:18]2)=[N:7][CH:8]=1, predict the reactants needed to synthesize it. (2) Given the product [F:1][C:2]1[C:3]([C:39]2[CH:40]=[CH:41][C:36]([C:34]([O:33][CH3:32])=[O:35])=[CH:37][CH:38]=2)=[C:4]2[C:14]3[C:9](=[CH:10][N:11]=[C:12]([C:15]4[CH:16]=[N:17][CH:18]=[CH:19][CH:20]=4)[CH:13]=3)[N:8]([S:21]([C:24]3[CH:29]=[CH:28][C:27]([CH3:30])=[CH:26][CH:25]=3)(=[O:23])=[O:22])[C:5]2=[N:6][CH:7]=1, predict the reactants needed to synthesize it. The reactants are: [F:1][C:2]1[C:3](I)=[C:4]2[C:14]3[C:9](=[CH:10][N:11]=[C:12]([C:15]4[CH:16]=[N:17][CH:18]=[CH:19][CH:20]=4)[CH:13]=3)[N:8]([S:21]([C:24]3[CH:29]=[CH:28][C:27]([CH3:30])=[CH:26][CH:25]=3)(=[O:23])=[O:22])[C:5]2=[N:6][CH:7]=1.[CH3:32][O:33][C:34]([C:36]1[CH:41]=[CH:40][C:39](B2OC(C)(C)C(C)(C)O2)=[CH:38][CH:37]=1)=[O:35].C(=O)([O-])[O-].[Cs+].[Cs+].CO. (3) Given the product [C:34]([C:33]1[CH:36]=[CH:37][C:30]([CH2:29][CH2:28][C:12]([CH2:11][C:10]2[CH:9]=[CH:8][C:7]([C:5]([O:4][CH3:3])=[O:6])=[CH:26][CH:25]=2)([C:19]([O:21][CH2:22][CH:23]=[CH2:24])=[O:20])[C:13]([O:15][CH2:16][CH:17]=[CH2:18])=[O:14])=[CH:31][CH:32]=1)#[N:35], predict the reactants needed to synthesize it. The reactants are: [H-].[Na+].[CH3:3][O:4][C:5]([C:7]1[CH:26]=[CH:25][C:10]([CH2:11][CH:12]([C:19]([O:21][CH2:22][CH:23]=[CH2:24])=[O:20])[C:13]([O:15][CH2:16][CH:17]=[CH2:18])=[O:14])=[CH:9][CH:8]=1)=[O:6].Br[CH2:28][CH2:29][C:30]1[CH:37]=[CH:36][C:33]([C:34]#[N:35])=[CH:32][CH:31]=1.O. (4) Given the product [BrH:10].[NH2:1][C:2]1[CH:7]=[C:6]([CH2:8][Br:10])[CH:5]=[CH:4][N:3]=1, predict the reactants needed to synthesize it. The reactants are: [NH2:1][C:2]1[CH:7]=[C:6]([CH2:8]O)[CH:5]=[CH:4][N:3]=1.[BrH:10]. (5) Given the product [F:6][C:7]1[C:8]([F:13])=[CH:9][CH:10]=[CH:11][C:12]=1[B:16]([OH:17])[OH:15], predict the reactants needed to synthesize it. The reactants are: C([Li])CCC.[F:6][C:7]1[CH:12]=[CH:11][CH:10]=[CH:9][C:8]=1[F:13].C[O:15][B:16](OC)[O:17]C.Cl. (6) Given the product [F:1][C:2]1[CH:7]=[CH:6][C:5]([CH2:8][C:9](=[O:11])[CH2:17][C:16]([O:15][CH3:14])=[O:21])=[C:4]([CH3:12])[CH:3]=1, predict the reactants needed to synthesize it. The reactants are: [F:1][C:2]1[CH:7]=[CH:6][C:5]([CH2:8][C:9]([OH:11])=O)=[C:4]([CH3:12])[CH:3]=1.[K+].[CH3:14][O:15][C:16](=[O:21])[CH2:17]C([O-])=O.